This data is from Forward reaction prediction with 1.9M reactions from USPTO patents (1976-2016). The task is: Predict the product of the given reaction. (1) Given the reactants [Cl:1][C:2]1[CH:7]=[CH:6][CH:5]=[CH:4][C:3]=1[OH:8].Br[CH2:10][C:11]([O:13][CH2:14][CH3:15])=[O:12].C([O-])([O-])=O.[K+].[K+], predict the reaction product. The product is: [CH2:14]([O:13][C:11](=[O:12])[CH2:10][O:8][C:3]1[CH:4]=[CH:5][CH:6]=[CH:7][C:2]=1[Cl:1])[CH3:15]. (2) Given the reactants [NH2:1][C:2]1[C:10]([Cl:11])=[CH:9][CH:8]=[CH:7][C:3]=1[C:4]([NH2:6])=[O:5].[CH3:12][C:13]1[CH:14]=[C:15]([CH:18]=[C:19]([CH3:29])[C:20]=1[O:21][CH2:22][CH2:23][N:24]1[CH2:28][CH2:27][CH2:26][CH2:25]1)[CH:16]=O.S([O-])(O)=O.[Na+].O.C1(C)C=CC(S(O)(=O)=O)=CC=1, predict the reaction product. The product is: [Cl:11][C:10]1[CH:9]=[CH:8][CH:7]=[C:3]2[C:2]=1[N:1]=[C:16]([C:15]1[CH:14]=[C:13]([CH3:12])[C:20]([O:21][CH2:22][CH2:23][N:24]3[CH2:28][CH2:27][CH2:26][CH2:25]3)=[C:19]([CH3:29])[CH:18]=1)[NH:6][C:4]2=[O:5]. (3) Given the reactants [Br:1][C:2]1[CH:3]=[C:4]([C:8]([CH3:28])=[CH:9][C:10]2[C:11](Cl)=[N:12][C:13]3[C:18]([CH:19]=2)=[CH:17][C:16]([C:20]2[CH:25]=[CH:24][CH:23]=[CH:22][C:21]=2[CH3:26])=[CH:15][CH:14]=3)[CH:5]=[N:6][CH:7]=1.CN1C(=O)CCC1.[CH3:36][O:37][C:38]1[CH:45]=[CH:44][C:41]([CH2:42][NH2:43])=[CH:40][CH:39]=1, predict the reaction product. The product is: [CH3:36][O:37][C:38]1[CH:45]=[CH:44][C:41]([CH2:42][NH:43][C:11]2[C:10]([CH:9]=[C:8]([C:4]3[CH:5]=[N:6][CH:7]=[C:2]([Br:1])[CH:3]=3)[CH3:28])=[CH:19][C:18]3[C:13](=[CH:14][CH:15]=[C:16]([C:20]4[CH:25]=[CH:24][CH:23]=[CH:22][C:21]=4[CH3:26])[CH:17]=3)[N:12]=2)=[CH:40][CH:39]=1. (4) Given the reactants Cl[C:2]1[N:7]=[C:6]([N:8]2[CH2:12][CH2:11][CH2:10][CH2:9]2)[C:5]([C:13]([NH:15][CH2:16][C:17]2[CH:22]=[CH:21][C:20]([C:23]([F:26])([F:25])[F:24])=[CH:19][CH:18]=2)=[O:14])=[CH:4][N:3]=1.[CH3:27][O:28][C:29]1[CH:34]=[CH:33][CH:32]=[CH:31][C:30]=1[OH:35].CC(C)([O-])C.[K+].O1CCCC1, predict the reaction product. The product is: [CH3:27][O:28][C:29]1[CH:34]=[CH:33][CH:32]=[CH:31][C:30]=1[O:35][C:2]1[N:7]=[C:6]([N:8]2[CH2:12][CH2:11][CH2:10][CH2:9]2)[C:5]([C:13]([NH:15][CH2:16][C:17]2[CH:22]=[CH:21][C:20]([C:23]([F:26])([F:25])[F:24])=[CH:19][CH:18]=2)=[O:14])=[CH:4][N:3]=1. (5) Given the reactants [CH:1]1[CH:6]=[CH:5][C:4]([CH2:7][O:8][C:9](Cl)=[O:10])=[CH:3][CH:2]=1.Cl.[F:13][C:14]1([F:21])[CH:19]([OH:20])[CH2:18][CH2:17][NH:16][CH2:15]1, predict the reaction product. The product is: [F:13][C:14]1([F:21])[CH:19]([OH:20])[CH2:18][CH2:17][N:16]([C:9]([O:8][CH2:7][C:4]2[CH:5]=[CH:6][CH:1]=[CH:2][CH:3]=2)=[O:10])[CH2:15]1. (6) Given the reactants C(=O)([O-])[O-].[Cs+].[Cs+].[F:7][C:8]1[C:13]([F:14])=[C:12]([OH:15])[CH:11]=[CH:10][C:9]=1[CH2:16][N:17]1[C:26](=[O:27])[C:25]([C:28]([NH:30][C:31]2[CH:36]=[CH:35][C:34]([C:37]([F:40])([F:39])[F:38])=[CH:33][C:32]=2[C:41]2[CH:46]=[C:45]([C:47]([F:50])([F:49])[F:48])[N:44]=[CH:43][N:42]=2)=[O:29])=[C:24]([OH:51])[C:19]2([CH2:23][CH2:22][CH2:21][CH2:20]2)[N:18]1[CH3:52].Br[CH2:54][CH2:55][CH2:56][C:57]([O:59][CH3:60])=[O:58].Cl, predict the reaction product. The product is: [F:14][C:13]1[C:8]([F:7])=[C:9]([CH2:16][N:17]2[C:26](=[O:27])[C:25]([C:28](=[O:29])[NH:30][C:31]3[CH:36]=[CH:35][C:34]([C:37]([F:38])([F:39])[F:40])=[CH:33][C:32]=3[C:41]3[CH:46]=[C:45]([C:47]([F:48])([F:49])[F:50])[N:44]=[CH:43][N:42]=3)=[C:24]([OH:51])[C:19]3([CH2:20][CH2:21][CH2:22][CH2:23]3)[N:18]2[CH3:52])[CH:10]=[CH:11][C:12]=1[O:15][CH2:54][CH2:55][CH2:56][C:57]([O:59][CH3:60])=[O:58]. (7) Given the reactants [C:1]([C:3]1[CH:8]=[CH:7][C:6]([C:9]2[S:10][C:11]([C:20]([C:22]3[O:23][CH:24]=[CH:25][CH:26]=3)=[O:21])=[CH:12][C:13]=2[CH2:14][C:15]([O:17]CC)=[O:16])=[CH:5][CH:4]=1)#[N:2].O1CCCC1.[OH-].[Na+], predict the reaction product. The product is: [C:1]([C:3]1[CH:8]=[CH:7][C:6]([C:9]2[S:10][C:11]([C:20]([C:22]3[O:23][CH:24]=[CH:25][CH:26]=3)=[O:21])=[CH:12][C:13]=2[CH2:14][C:15]([OH:17])=[O:16])=[CH:5][CH:4]=1)#[N:2]. (8) Given the reactants [Br:1][C:2]1[CH:3]=[CH:4][C:5](=[O:8])[NH:6][CH:7]=1.I[CH2:10][CH2:11][OH:12], predict the reaction product. The product is: [Br:1][C:2]1[CH:3]=[CH:4][C:5](=[O:8])[N:6]([CH2:10][CH2:11][OH:12])[CH:7]=1.